Dataset: Reaction yield outcomes from USPTO patents with 853,638 reactions. Task: Predict the reaction yield, written as a fraction of the theoretical maximum amount of product (1.0 means a 100% yield; for example, 0.34 means a 34% yield). The reactants are [CH3:1][C:2]1([CH3:14])[C:6]([CH3:8])([CH3:7])[O:5][B:4]([C:9]2[CH:10]=[N:11][NH:12][CH:13]=2)[O:3]1.[H-].[Na+].[CH3:17][Si:18]([CH2:21][CH2:22][O:23][CH2:24]Cl)([CH3:20])[CH3:19]. The catalyst is CN(C=O)C.C(OCC)(=O)C. The product is [CH3:1][C:2]1([CH3:14])[C:6]([CH3:7])([CH3:8])[O:5][B:4]([C:9]2[CH:13]=[N:12][N:11]([CH2:24][O:23][CH2:22][CH2:21][Si:18]([CH3:20])([CH3:19])[CH3:17])[CH:10]=2)[O:3]1. The yield is 0.610.